From a dataset of NCI-60 drug combinations with 297,098 pairs across 59 cell lines. Regression. Given two drug SMILES strings and cell line genomic features, predict the synergy score measuring deviation from expected non-interaction effect. Drug 1: CCCCC(=O)OCC(=O)C1(CC(C2=C(C1)C(=C3C(=C2O)C(=O)C4=C(C3=O)C=CC=C4OC)O)OC5CC(C(C(O5)C)O)NC(=O)C(F)(F)F)O. Drug 2: CC1CCC2CC(C(=CC=CC=CC(CC(C(=O)C(C(C(=CC(C(=O)CC(OC(=O)C3CCCCN3C(=O)C(=O)C1(O2)O)C(C)CC4CCC(C(C4)OC)O)C)C)O)OC)C)C)C)OC. Cell line: SK-MEL-28. Synergy scores: CSS=45.4, Synergy_ZIP=1.88, Synergy_Bliss=-1.48, Synergy_Loewe=-4.74, Synergy_HSA=-0.774.